From a dataset of Forward reaction prediction with 1.9M reactions from USPTO patents (1976-2016). Predict the product of the given reaction. (1) Given the reactants [F:1][C:2]1[CH:23]=[CH:22][C:5]([O:6][C:7]2[CH:12]=[CH:11][C:10]([C:13]3[CH:18]=[CH:17][N:16]=[C:15]([C:19]([OH:21])=O)[N:14]=3)=[CH:9][CH:8]=2)=[CH:4][CH:3]=1.[CH2:24]([CH2:26][NH2:27])[OH:25].O.ON1C2C=CC=CC=2N=N1.CN1CCOCC1.Cl.CN(C)CCCN=C=NCC, predict the reaction product. The product is: [OH:25][CH2:24][CH2:26][NH:27][C:19]([C:15]1[N:14]=[C:13]([C:10]2[CH:9]=[CH:8][C:7]([O:6][C:5]3[CH:4]=[CH:3][C:2]([F:1])=[CH:23][CH:22]=3)=[CH:12][CH:11]=2)[CH:18]=[CH:17][N:16]=1)=[O:21]. (2) Given the reactants Br[C:2]1[N:7]2[CH:8]=[N:9][CH:10]=[C:6]2[C:5](=[O:11])[N:4]([CH3:12])[CH:3]=1.[CH3:13][S:14]([C:17]1[CH:18]=[C:19](B(O)O)[CH:20]=[CH:21][CH:22]=1)(=[O:16])=[O:15].C([O-])([O-])=O.[Na+].[Na+], predict the reaction product. The product is: [CH3:12][N:4]1[CH:3]=[C:2]([C:21]2[CH:20]=[CH:19][CH:18]=[C:17]([S:14]([CH3:13])(=[O:16])=[O:15])[CH:22]=2)[N:7]2[CH:8]=[N:9][CH:10]=[C:6]2[C:5]1=[O:11]. (3) Given the reactants Br[C:2]1[CH:3]=[C:4]([CH:19]=[CH:20][C:21]=1[O:22][CH3:23])[C:5]([NH:7][C:8]1[CH:13]=[CH:12][C:11]([O:14][C:15]([F:18])([F:17])[F:16])=[CH:10][CH:9]=1)=[O:6].[O:24]1[C:28]2[CH:29]=[CH:30][C:31](B(O)O)=[CH:32][C:27]=2[O:26][CH2:25]1.C([O-])([O-])=O.[Na+].[Na+].COCCOC, predict the reaction product. The product is: [O:24]1[C:28]2[CH:29]=[CH:30][C:31]([C:2]3[CH:3]=[C:4]([CH:19]=[CH:20][C:21]=3[O:22][CH3:23])[C:5]([NH:7][C:8]3[CH:13]=[CH:12][C:11]([O:14][C:15]([F:18])([F:17])[F:16])=[CH:10][CH:9]=3)=[O:6])=[CH:32][C:27]=2[O:26][CH2:25]1. (4) The product is: [Br:9][C:10]1[CH:11]=[C:12]([N+:20]([O-:22])=[O:21])[C:13]([O:18][CH3:19])=[C:14]([CH:17]=1)[CH2:15][Br:23]. Given the reactants N1C(C)=CC=CC=1C.[Br:9][C:10]1[CH:11]=[C:12]([N+:20]([O-:22])=[O:21])[C:13]([O:18][CH3:19])=[C:14]([CH:17]=1)[CH2:15]O.[Br-:23].[Li+].CS(OS(C)(=O)=O)(=O)=O, predict the reaction product. (5) Given the reactants [Cl:1][C:2]1[CH:7]=[CH:6][C:5]([S:8][C:9]2[S:13][C:12]([CH:14]=[O:15])=[CH:11][CH:10]=2)=[CH:4][CH:3]=1.CC(=CC)C.[OH:21]P([O-])(O)=O.[K+].[O-]Cl=O.[Na+], predict the reaction product. The product is: [Cl:1][C:2]1[CH:3]=[CH:4][C:5]([S:8][C:9]2[S:13][C:12]([C:14]([OH:21])=[O:15])=[CH:11][CH:10]=2)=[CH:6][CH:7]=1. (6) Given the reactants [Br:1][C:2]1[CH:7]=[CH:6][C:5]([C@@:8]2([C:27]([F:30])([F:29])[F:28])[NH:18][C@@H:17]([CH2:19][C:20]([F:23])([CH3:22])[CH3:21])[C:16](=[O:24])[NH:15][C@H:14]([CH:25]=[O:26])[CH2:13][CH2:12][CH2:11][C:10]#[C:9]2)=[CH:4][CH:3]=1.CC(CC)=C.[OH:36]P(O)(O)=O.[O-]Cl=O.[Na+], predict the reaction product. The product is: [Br:1][C:2]1[CH:7]=[CH:6][C:5]([C@@:8]2([C:27]([F:28])([F:30])[F:29])[NH:18][C@@H:17]([CH2:19][C:20]([F:23])([CH3:22])[CH3:21])[C:16](=[O:24])[NH:15][C@H:14]([C:25]([OH:36])=[O:26])[CH2:13][CH2:12][CH2:11][C:10]#[C:9]2)=[CH:4][CH:3]=1. (7) Given the reactants [CH:1]1([C:4]2[CH:5]=[C:6]([NH:10][C:11]3[O:12][CH2:13][C:14]4[CH:20]=[C:19]([NH2:21])[CH:18]=[CH:17][C:15]=4[N:16]=3)[CH:7]=[CH:8][CH:9]=2)[CH2:3][CH2:2]1.[CH:22]([N:25]=[C:26]=[O:27])([CH3:24])[CH3:23], predict the reaction product. The product is: [CH:1]1([C:4]2[CH:5]=[C:6]([NH:10][C:11]3[O:12][CH2:13][C:14]4[CH:20]=[C:19]([NH:21][C:26]([NH:25][CH:22]([CH3:24])[CH3:23])=[O:27])[CH:18]=[CH:17][C:15]=4[N:16]=3)[CH:7]=[CH:8][CH:9]=2)[CH2:3][CH2:2]1.